Dataset: Clinical trial toxicity outcomes and FDA approval status for drugs. Task: Regression/Classification. Given a drug SMILES string, predict its toxicity properties. Task type varies by dataset: regression for continuous values (e.g., LD50, hERG inhibition percentage) or binary classification for toxic/non-toxic outcomes (e.g., AMES mutagenicity, cardiotoxicity, hepatotoxicity). Dataset: clintox. (1) The drug is O=C1CN(/N=C/c2ccc([N+](=O)[O-])o2)C(=O)N1. The result is 0 (passed clinical trial). (2) The molecule is Oc1ncnc2[nH]ncc12. The result is 0 (passed clinical trial). (3) The molecule is OC(c1cc(C(F)(F)F)nc2c(C(F)(F)F)cccc12)C1CCCC[NH2+]1. The result is 0 (passed clinical trial). (4) The drug is C[C@]12CC[C@@H]3c4ccc(O)cc4CC[C@H]3[C@@H]1CC[C@@H]2O. The result is 0 (passed clinical trial). (5) The molecule is COc1cc2c3cc1Oc1cc(ccc1O)C[C@@H]1c4c(cc(OC)c(O)c4Oc4ccc(cc4)C[C@@H]3[NH+](C)CC2)CC[N+]1(C)C. The result is 0 (passed clinical trial). (6) The compound is CC(=O)O[C@H]1C[C@@H]2CC[C@@H]3[C@H](CC[C@@]4(C)[C@H]3C[C@H]([N+]3(C)CCCCC3)[C@@H]4OC(C)=O)[C@@]2(C)C[C@@H]1[NH+]1CCCCC1. The result is 0 (passed clinical trial). (7) The compound is CC(C)[NH2+]C(C)Cc1ccc([123I])cc1. The result is 0 (passed clinical trial). (8) The molecule is CCC[NH+]1C[C@H](CSC)C[C@@H]2c3cccc4[nH]cc(c34)C[C@H]21. The result is 0 (passed clinical trial). (9) The compound is COc1ccc2cc([C@H](C)C(=O)OCCCCO[N+](=O)[O-])ccc2c1. The result is 1 (failed clinical trial for toxicity). (10) The drug is CC12CC3CC(C)(C1)CC([NH3+])(C3)C2. The result is 0 (passed clinical trial).